Dataset: Experimentally validated miRNA-target interactions with 360,000+ pairs, plus equal number of negative samples. Task: Binary Classification. Given a miRNA mature sequence and a target amino acid sequence, predict their likelihood of interaction. (1) The miRNA is hsa-miR-93-3p with sequence ACUGCUGAGCUAGCACUUCCCG. The protein sequence of the target gene is MLKCIPLWRCNRHVESVDKRHCSLQAVPEEIYRYSRSLEELLLDANQLRELPKPFFRLLNLRKLGLSDNEIQRLPPEVANFMQLVELDVSRNDIPEIPESIKFCKALEIADFSGNPLSRLPDGFTQLRSLAHLALNDVSLQALPGDVGNLANLVTLELRENLLKSLPASLSFLVKLEQLDLGGNDLEVLPDTLGALPNLRELWLDRNQLSALPPELGNLRRLVCLDVSENRLEELPAELGGLVLLTDLLLSQNLLRRLPDGIGQLKQLSILKVDQNRLCEVTEAIGDCENLSELILTENL.... Result: 1 (interaction). (2) The miRNA is ath-miR408-3p with sequence AUGCACUGCCUCUUCCCUGGC. The protein sequence of the target gene is MHSSALLCCLVLLTGVRASPGQGTQSENSCTHFPGNLPNMLRDLRDAFSRVKTFFQMKDQLDNLLLKESLLEDFKGYLGCQALSEMIQFYLEEVMPQAENQDPDIKAHVNSLGENLKTLRLRLRRCHRFLPCENKSKAVEQVKNAFNKLQEKGIYKAMSEFDIFINYIEAYMTMKIRN. Result: 0 (no interaction). (3) The protein sequence of the target gene is MGSLTFWDVTIEFALEEWQCLDMAQQNLYRNVMLENYRNLVFLGIAVSKLDLITCLKQGKEPWNMKRHEMVTKPPVISSHFTQDFWPDQSIKDSFQEIILRTYARCGHKNLRLRKDCESVNEGKMHEEAYNKLNQCWTTTQGKIFQCNKYVKVFHKYSNSNRYKIRHTKKKTFKCMKCSKSFFMLSHLIQHKRIHTRENIYKCEERGKAFKWFSTLIKHKIIHTEDKPYKYKKCGKAFNISSMFTKCKIIHTGKKPCKCEECGKVFNNSSTLMKHKIIHTGKKPYKCEECGKAFKQSSHL.... The miRNA is hsa-miR-548ax with sequence AGAAGUAAUUGCGGUUUUGCCA. Result: 1 (interaction). (4) The miRNA is hsa-miR-5010-5p with sequence AGGGGGAUGGCAGAGCAAAAUU. The protein sequence of the target gene is MTSTSDTKVCKNQGGLLEIKMEEECKYTTRQDRNLQKNTYNRDVFRKYFRQFCYQETSGPREALSRLRELCRQWLRPDLNSKEQILELLVLEQFLTILPGELQAWVQEQNPESVEEVVTVLEDLERELDELGYRASVQTEEQVTFQEVKPLATEQKPSVSLQFVKAKPGCELAGREAQEEQVSGVETGNEPRNVTLKQGLWEGTEAEQNPASRLAKDALECEEAHNPGEESSGISHEDSQPLRNENGVNSPANSEYAKHQSICPGRKVHGCDECGKSFTQHSRLIEHKRVHTGDRPYKCE.... Result: 0 (no interaction). (5) The miRNA is hsa-miR-3620-3p with sequence UCACCCUGCAUCCCGCACCCAG. The protein sequence of the target gene is MYGSARSVGKVEPSSQSPGRSPRLPRSPRLGHRRTNSTGGSSGNSVGGGSGKTLSMENIQSLNAAYATSGPMYLSDHENVGAETPKSTMTLGRSGGRLPYGVRMTAMGSSPNIASSGVASDTIAFGEHHLPPVSMASTVPHSLRQARDNTIMDLQTQLKEVLRENDLLRKDVEVKESKLSSSMNSIKTFWSPELKKERALRKDEASKITIWKEQYRVVQEENQHMQMTIQALQDELRIQRDLNQLFQQDSSSRTGEPCVAELTEENFQRLHAEHERQAKELFLLRKTLEEMELRIETQKQ.... Result: 0 (no interaction). (6) The miRNA is hsa-miR-548t-5p with sequence CAAAAGUGAUCGUGGUUUUUG. The protein sequence of the target gene is MAAAGARRSPGRGLGLRGRPRLGFHPGPPPPPPPPLLLLFLLLLPPPPLLAGATAAAASREPDSPCRLKTVTVSTLPALRESDIGWSGARTGAAAGAGAGTGAGAGAAAAAASAASPGSAGSAGTAAESRLLLFVRNELPGRIAVQDDLDNTELPFFTLEMSGTAADISLVHWRQQWLENGTLYFHVSMSSSGQLAQATAPTLQEPSEIVEEQMHILHISVMGGLIALLLLLLVFTVALYAQRRWQKRRRIPQKSASTEATHEIHYIPSVLLGPQARESFRSSRLQTHNSVIGVPIRETP.... Result: 0 (no interaction).